Dataset: Reaction yield outcomes from USPTO patents with 853,638 reactions. Task: Predict the reaction yield, written as a fraction of the theoretical maximum amount of product (1.0 means a 100% yield; for example, 0.34 means a 34% yield). (1) The reactants are C([O:3][C:4](=O)[C:5]([N:8]1[CH2:11][C:10]([C:13]2[N:14]([CH3:39])[C:15]3[C:20]([N:21]=2)=[C:19]([N:22]2[CH2:27][CH2:26][O:25][CH2:24][CH2:23]2)[N:18]=[C:17]([N:28]2[C:32]4[CH:33]=[CH:34][CH:35]=[CH:36][C:31]=4[N:30]=[C:29]2[CH2:37][CH3:38])[N:16]=3)([F:12])[CH2:9]1)([CH3:7])[CH3:6])C.[BH4-].[Na+]. No catalyst specified. The product is [CH2:37]([C:29]1[N:28]([C:17]2[N:16]=[C:15]3[C:20]([N:21]=[C:13]([C:10]4([F:12])[CH2:9][N:8]([C:5]([CH3:7])([CH3:6])[CH2:4][OH:3])[CH2:11]4)[N:14]3[CH3:39])=[C:19]([N:22]3[CH2:27][CH2:26][O:25][CH2:24][CH2:23]3)[N:18]=2)[C:32]2[CH:33]=[CH:34][CH:35]=[CH:36][C:31]=2[N:30]=1)[CH3:38]. The yield is 0.540. (2) The reactants are Cl[C:2]1[C:11]2[C:6](=[CH:7][CH:8]=[CH:9][CH:10]=2)[N:5]=[C:4]([C:12]([C:14]2[CH:19]=[CH:18][C:17]([F:20])=[CH:16][CH:15]=2)=[O:13])[N:3]=1.CCN(C(C)C)C(C)C.[CH3:30][C:31]1[NH:35][N:34]=[C:33]([NH2:36])[CH:32]=1. The catalyst is CN(C=O)C. The product is [F:20][C:17]1[CH:18]=[CH:19][C:14]([C:12]([C:4]2[N:3]=[C:2]([NH:36][C:33]3[CH:32]=[C:31]([CH3:30])[NH:35][N:34]=3)[C:11]3[C:6](=[CH:7][CH:8]=[CH:9][CH:10]=3)[N:5]=2)=[O:13])=[CH:15][CH:16]=1. The yield is 0.290. (3) The reactants are [CH:1]([C:4]1[CH:5]=[C:6]([C:26]2[CH:31]=[CH:30][CH:29]=[CH:28][CH:27]=2)[CH:7]=[C:8]([CH:23]([CH3:25])[CH3:24])[C:9]=1[N:10]1[CH:14]=[CH:13][N:12]=[C:11]1[C:15]1[CH:20]=[CH:19][CH:18]=[C:17]([O:21]C)[CH:16]=1)([CH3:3])[CH3:2].Cl.N1C=CC=CC=1. No catalyst specified. The product is [CH:23]([C:8]1[CH:7]=[C:6]([C:26]2[CH:27]=[CH:28][CH:29]=[CH:30][CH:31]=2)[CH:5]=[C:4]([CH:1]([CH3:3])[CH3:2])[C:9]=1[N:10]1[CH:14]=[CH:13][N:12]=[C:11]1[C:15]1[CH:16]=[C:17]([OH:21])[CH:18]=[CH:19][CH:20]=1)([CH3:24])[CH3:25]. The yield is 0.950. (4) The reactants are C([O-])([O-])=O.[K+].[K+].[O:7]=[C:8]1[CH:13]=[C:12]([NH:14][C:15](=[O:28])[CH2:16][C:17]2[CH:22]=[CH:21][CH:20]=[C:19]([O:23][C:24]([F:27])([F:26])[F:25])[CH:18]=2)[CH:11]=[CH:10][NH:9]1.[Br:29][CH2:30][CH2:31][CH2:32][CH2:33]Br. The catalyst is C1COCC1. The product is [Br:29][CH2:30][CH2:31][CH2:32][CH2:33][N:9]1[CH:10]=[CH:11][C:12]([NH:14][C:15](=[O:28])[CH2:16][C:17]2[CH:22]=[CH:21][CH:20]=[C:19]([O:23][C:24]([F:25])([F:27])[F:26])[CH:18]=2)=[CH:13][C:8]1=[O:7]. The yield is 0.140. (5) The reactants are [NH2:1][C@@H:2]1[C:8](=[O:9])[N:7]([CH2:10][CH:11]2[CH2:13][CH2:12]2)[C:6]2[CH:14]=[CH:15][CH:16]=[CH:17][C:5]=2[C:4]2[CH:18]=[CH:19][CH:20]=[CH:21][C:3]1=2.[C:22](O)(=[O:26])[C@H:23]([CH3:25])[OH:24].O.ON1C2C=CC=CC=2N=N1.C(N(C(C)C)C(C)C)C.Cl.CN(C)CCCN=C=NCC. The catalyst is O1CCCC1. The product is [CH:11]1([CH2:10][N:7]2[C:8](=[O:9])[C@@H:2]([NH:1][C:22](=[O:26])[C@@H:23]([OH:24])[CH3:25])[C:3]3[CH:21]=[CH:20][CH:19]=[CH:18][C:4]=3[C:5]3[CH:17]=[CH:16][CH:15]=[CH:14][C:6]2=3)[CH2:13][CH2:12]1. The yield is 0.840. (6) The reactants are C(Cl)(=O)C(Cl)=O.[Br:7][C:8]1[CH:9]=[C:10]([N:14]2[CH2:18][CH2:17][CH:16]([C:19]([OH:21])=O)[CH2:15]2)[CH:11]=[CH:12][CH:13]=1.[CH3:22][N:23](C)[CH:24]=O.N(C)C. The catalyst is ClCCCl.C1COCC1.C1(C)C=CC=CC=1. The product is [Br:7][C:8]1[CH:9]=[C:10]([N:14]2[CH2:18][CH2:17][CH:16]([C:19]([N:23]([CH3:24])[CH3:22])=[O:21])[CH2:15]2)[CH:11]=[CH:12][CH:13]=1. The yield is 0.480. (7) The reactants are [C:1]([C:4]1[C:9](=[O:10])[C:8]([Br:11])=[CH:7][N:6]([C:12]2[CH:17]=[CH:16][CH:15]=[C:14]([C:18]([F:21])([F:20])[F:19])[CH:13]=2)[N:5]=1)(=O)[CH3:2].[CH3:22]OC(OC)N(C)C.CC(O)=O.[C:34]1([NH:40][NH2:41])[CH:39]=[CH:38][CH:37]=[CH:36][CH:35]=1. The catalyst is Cl. The product is [Br:11][C:8]1[C:9](=[O:10])[C:4]([C:1]2[N:40]([C:34]3[CH:39]=[CH:38][CH:37]=[CH:36][CH:35]=3)[N:41]=[CH:22][CH:2]=2)=[N:5][N:6]([C:12]2[CH:17]=[CH:16][CH:15]=[C:14]([C:18]([F:21])([F:20])[F:19])[CH:13]=2)[CH:7]=1. The yield is 0.350.